This data is from Forward reaction prediction with 1.9M reactions from USPTO patents (1976-2016). The task is: Predict the product of the given reaction. (1) Given the reactants [NH:1]1[CH2:6][CH2:5][CH:4]([CH2:7][OH:8])[CH2:3][CH2:2]1.[CH3:9][O:10][C:11]1[CH:18]=[CH:17][C:14]([CH:15]=O)=[CH:13][CH:12]=1.C(O)(=O)C.[BH-](OC(C)=O)(OC(C)=O)OC(C)=O.[Na+], predict the reaction product. The product is: [CH3:9][O:10][C:11]1[CH:18]=[CH:17][C:14]([CH2:15][N:1]2[CH2:6][CH2:5][CH:4]([CH2:7][OH:8])[CH2:3][CH2:2]2)=[CH:13][CH:12]=1. (2) Given the reactants [NH2:1][C:2]1[CH:7]=[CH:6][C:5]([C:8](=[O:10])[CH3:9])=[CH:4][CH:3]=1.[CH3:11][O:12][C:13]1[CH:14]=[C:15]([C:23]2[CH:27]=[C:26]([CH:28]=O)[NH:25][N:24]=2)[CH:16]=[C:17]([O:21][CH3:22])[C:18]=1[O:19][CH3:20].[OH-].[Na+], predict the reaction product. The product is: [NH2:1][C:2]1[CH:7]=[CH:6][C:5]([C:8](=[O:10])/[CH:9]=[CH:28]/[C:26]2[NH:25][N:24]=[C:23]([C:15]3[CH:14]=[C:13]([O:12][CH3:11])[C:18]([O:19][CH3:20])=[C:17]([O:21][CH3:22])[CH:16]=3)[CH:27]=2)=[CH:4][CH:3]=1. (3) The product is: [CH3:1][C:2]1[S:3][C:4]2[CH:10]=[CH:9][C:8]([O:11][CH2:12][C@@H:13]([OH:16])[CH2:14][N:17]3[CH2:22][CH2:21][NH:20][CH2:19][CH2:18]3)=[CH:7][C:5]=2[N:6]=1. Given the reactants [CH3:1][C:2]1[S:3][C:4]2[CH:10]=[CH:9][C:8]([O:11][CH2:12][C@@H:13]([OH:16])[CH2:14]C)=[CH:7][C:5]=2[N:6]=1.[N:17]1(C(OC(C)(C)C)=O)[CH2:22][CH2:21][NH:20][CH2:19][CH2:18]1.FC(F)(F)C(O)=O.C(Cl)Cl, predict the reaction product. (4) Given the reactants C(O[C:6](=[O:27])[C@@H:7]([NH:16][C:17]([O:19][CH2:20][C:21]1[CH:26]=[CH:25][CH:24]=[CH:23][CH:22]=1)=[O:18])[CH2:8][CH2:9][CH2:10][CH2:11][CH2:12][C:13]([OH:15])=[O:14])(C)(C)C.[NH2:28][C:29]1[CH:30]=[C:31]2[C:36](=[CH:37][CH:38]=1)[N:35]=[CH:34][CH:33]=[CH:32]2.CCN=C=N[CH2:44][CH2:45][CH2:46]N(C)C.[C:50](OCC)(=O)C, predict the reaction product. The product is: [C:45]([O:15][C:13](=[O:14])[CH2:12][CH2:11][CH2:10][CH2:9][CH2:8][C@H:7]([NH:16][C:17]([O:19][CH2:20][C:21]1[CH:22]=[CH:23][CH:24]=[CH:25][CH:26]=1)=[O:18])[C:6](=[O:27])[NH:28][C:29]1[CH:30]=[C:31]2[C:36](=[CH:37][CH:38]=1)[N:35]=[CH:34][CH:33]=[CH:32]2)([CH3:46])([CH3:50])[CH3:44]. (5) Given the reactants Cl.Cl[C:3]1[N:16]2[C:7](=[N:8][C:9]3[C:14]([C:15]2=[O:17])=[C:13]([F:18])[CH:12]=[CH:11][CH:10]=3)[C:6]2[CH:19]=[CH:20][N:21]([S:22]([C:25]3[CH:30]=[CH:29][C:28]([CH3:31])=[CH:27][CH:26]=3)(=[O:24])=[O:23])[C:5]=2[N:4]=1.[CH3:32][N:33]([CH2:35][C:36]([N:38]1[C:46]2[C:41](=[CH:42][C:43]([O:48][CH3:49])=[C:44]([NH2:47])[CH:45]=2)[C:40]([CH3:51])([CH3:50])[CH2:39]1)=[O:37])[CH3:34], predict the reaction product. The product is: [CH3:32][N:33]([CH3:34])[CH2:35][C:36]([N:38]1[C:46]2[C:41](=[CH:42][C:43]([O:48][CH3:49])=[C:44]([NH:47][C:3]3[N:16]4[C:7](=[N:8][C:9]5[C:14]([C:15]4=[O:17])=[C:13]([F:18])[CH:12]=[CH:11][CH:10]=5)[C:6]4[CH:19]=[CH:20][N:21]([S:22]([C:25]5[CH:26]=[CH:27][C:28]([CH3:31])=[CH:29][CH:30]=5)(=[O:24])=[O:23])[C:5]=4[N:4]=3)[CH:45]=2)[C:40]([CH3:50])([CH3:51])[CH2:39]1)=[O:37]. (6) Given the reactants Br[CH2:2][C:3]1[S:11][C:10]2[C:9]([N:12]3[CH2:17][CH2:16][O:15][CH2:14][CH2:13]3)=[N:8][C:7](Cl)=[N:6][C:5]=2[CH:4]=1.[NH:19]1[CH:23]=[CH:22][CH:21]=[N:20]1.C([O-])([O-])=O.[K+].[K+], predict the reaction product. The product is: [N:19]1([CH2:2][C:3]2[S:11][C:10]3[C:9]([N:12]4[CH2:17][CH2:16][O:15][CH2:14][CH2:13]4)=[N:8][C:7]([C:5]4[CH:4]=[CH:3][CH:2]=[C:21]5[C:22]=4[CH:23]=[N:19][NH:20]5)=[N:6][C:5]=3[CH:4]=2)[CH:23]=[CH:22][CH:21]=[N:20]1. (7) Given the reactants [CH3:1][O:2][C:3]1[C:12]([NH:13][C:14](=[O:18])OCC)=[N:11][C:10]2[C:5](=[CH:6][C:7]([CH3:20])=[C:8]([CH3:19])[CH:9]=2)[N:4]=1.[CH3:21][C:22]1[CH:23]=[C:24]([N:29]2[CH2:34][CH2:33][NH:32][CH2:31][CH2:30]2)[CH:25]=[C:26]([CH3:28])[CH:27]=1, predict the reaction product. The product is: [CH3:1][O:2][C:3]1[C:12]([NH:13][C:14]([N:32]2[CH2:33][CH2:34][N:29]([C:24]3[CH:25]=[C:26]([CH3:28])[CH:27]=[C:22]([CH3:21])[CH:23]=3)[CH2:30][CH2:31]2)=[O:18])=[N:11][C:10]2[C:5](=[CH:6][C:7]([CH3:20])=[C:8]([CH3:19])[CH:9]=2)[N:4]=1.